From a dataset of Full USPTO retrosynthesis dataset with 1.9M reactions from patents (1976-2016). Predict the reactants needed to synthesize the given product. (1) Given the product [CH:42]1([CH2:41][NH:40][C:32]([NH:19][C:18]2[CH:17]=[CH:16][C:15]([C:12]3[N:11]=[C:10]([N:22]4[CH2:27][CH2:26][O:25][CH2:24][CH2:23]4)[C:9]4[C:14](=[C:5]5[CH:4]=[CH:3][N:2]([CH3:1])[C:6]5=[CH:7][CH:8]=4)[N:13]=3)=[CH:21][CH:20]=2)=[O:38])[CH2:44][CH2:43]1, predict the reactants needed to synthesize it. The reactants are: [CH3:1][N:2]1[C:6]2=[CH:7][CH:8]=[C:9]3[C:14]([N:13]=[C:12]([C:15]4[CH:21]=[CH:20][C:18]([NH2:19])=[CH:17][CH:16]=4)[N:11]=[C:10]3[N:22]3[CH2:27][CH2:26][O:25][CH2:24][CH2:23]3)=[C:5]2[CH:4]=[CH:3]1.ClC(Cl)(O[C:32](=[O:38])OC(Cl)(Cl)Cl)Cl.[NH2:40][CH2:41][CH:42]1[CH2:44][CH2:43]1. (2) Given the product [Cl:14][C:11]1[CH:12]=[CH:13][C:8]([C:5]2[CH:4]=[C:3]([CH2:2][S:29][C:26]3[CH:27]=[CH:28][C:20]([O:19][CH2:18][C:17]([OH:30])=[O:16])=[C:21]4[C:25]=3[CH2:24][CH2:23][CH2:22]4)[O:7][N:6]=2)=[CH:9][CH:10]=1, predict the reactants needed to synthesize it. The reactants are: Cl[CH2:2][C:3]1[O:7][N:6]=[C:5]([C:8]2[CH:13]=[CH:12][C:11]([Cl:14])=[CH:10][CH:9]=2)[CH:4]=1.C[O:16][C:17](=[O:30])[CH2:18][O:19][C:20]1[CH:28]=[CH:27][C:26]([SH:29])=[C:25]2[C:21]=1[CH2:22][CH2:23][CH2:24]2. (3) Given the product [CH2:7]([N:6]([CH2:11][CH:12]([CH3:14])[CH3:13])[C:5]1[CH:15]=[CH:16][C:2]([CH:28]=[CH2:29])=[CH:3][C:4]=1[N+:17]([O-:19])=[O:18])[CH:8]([CH3:10])[CH3:9], predict the reactants needed to synthesize it. The reactants are: Br[C:2]1[CH:16]=[CH:15][C:5]([N:6]([CH2:11][CH:12]([CH3:14])[CH3:13])[CH2:7][CH:8]([CH3:10])[CH3:9])=[C:4]([N+:17]([O-:19])=[O:18])[CH:3]=1.[O-]P([O-])([O-])=O.[K+].[K+].[K+].[CH2:28](O)[CH3:29]. (4) Given the product [CH3:22][C:11]1[O:10][C:9]([NH2:8])=[N:13][C:12]=1[C:31]1[C:32]2[C:27](=[CH:26][CH:25]=[CH:24][CH:23]=2)[CH:28]=[CH:29][CH:30]=1, predict the reactants needed to synthesize it. The reactants are: C(OC([NH:8][C:9]1[O:10][C:11]([CH3:22])=[C:12](OS(C(F)(F)F)(=O)=O)[N:13]=1)=O)(C)(C)C.[C:23]1(B(O)O)[C:32]2[C:27](=[CH:28][CH:29]=[CH:30][CH:31]=2)[CH:26]=[CH:25][CH:24]=1.C([O-])(=O)C.[K+]. (5) Given the product [CH3:22][C:16]1([CH3:23])[CH2:15][C:14]2[CH:13]=[C:12]3[N:19]([CH2:20][CH2:21][N:10]([C:6]4[CH:5]=[CH:4][N:3]=[C:2]([C:43]5[CH:44]=[C:39]([NH:38][C:36]6[CH:37]=[C:31]7[CH2:30][N:29]([CH2:28][CH2:27][O:26][CH3:25])[CH2:34][CH2:33][N:32]7[N:35]=6)[C:40](=[O:55])[N:41]([CH3:54])[CH:42]=5)[C:7]=4[CH:8]=[O:9])[C:11]3=[O:24])[C:18]=2[CH2:17]1, predict the reactants needed to synthesize it. The reactants are: Cl[C:2]1[C:7]([CH:8]=[O:9])=[C:6]([N:10]2[CH2:21][CH2:20][N:19]3[C:12](=[CH:13][C:14]4[CH2:15][C:16]([CH3:23])([CH3:22])[CH2:17][C:18]=43)[C:11]2=[O:24])[CH:5]=[CH:4][N:3]=1.[CH3:25][O:26][CH2:27][CH2:28][N:29]1[CH2:34][CH2:33][N:32]2[N:35]=[C:36]([NH:38][C:39]3[C:40](=[O:55])[N:41]([CH3:54])[CH:42]=[C:43](B4OC(C)(C)C(C)(C)O4)[CH:44]=3)[CH:37]=[C:31]2[CH2:30]1.[O-]P([O-])([O-])=O.[K+].[K+].[K+].C([O-])(=O)C.[Na+]. (6) Given the product [Cl:1][C:2]1[CH:3]=[CH:4][C:5]2[N:11]3[CH:12]=[CH:13][CH:14]=[C:10]3[C@@H:9]([CH2:15][C:16]([N:42]3[CH2:47][CH2:46][CH:45]([CH2:48][C:49]([O:51][CH2:52][CH3:53])=[O:50])[CH2:44][CH2:43]3)=[O:17])[O:8][C@H:7]([C:19](=[O:28])[C:20]3[CH:25]=[CH:24][CH:23]=[C:22]([Cl:26])[C:21]=3[Cl:27])[C:6]=2[CH:29]=1, predict the reactants needed to synthesize it. The reactants are: [Cl:1][C:2]1[CH:3]=[CH:4][C:5]2[N:11]3[CH:12]=[CH:13][CH:14]=[C:10]3[C@@H:9]([CH2:15][C:16](O)=[O:17])[O:8][C@H:7]([C:19](=[O:28])[C:20]3[CH:25]=[CH:24][CH:23]=[C:22]([Cl:26])[C:21]=3[Cl:27])[C:6]=2[CH:29]=1.C(N=C=NCCCN(C)C)C.Cl.[NH:42]1[CH2:47][CH2:46][CH:45]([CH2:48][C:49]([O:51][CH2:52][CH3:53])=[O:50])[CH2:44][CH2:43]1.O.ON1C2C=CC=CC=2N=N1.